From a dataset of Catalyst prediction with 721,799 reactions and 888 catalyst types from USPTO. Predict which catalyst facilitates the given reaction. (1) Reactant: [OH:1][C:2]1[CH:7]=[C:6]([C:8](=[O:20])[NH:9][C:10]2[CH:15]=[C:14]([C:16]([F:19])([F:18])[F:17])[CH:13]=[CH:12][N:11]=2)[CH:5]=[CH:4][C:3]=1B(O)O.Br[C:25]1[N:26]=[C:27]([C@@H:46]2[CH2:54][CH2:53][C@@H:52]3[N:48]([C:49](=[O:55])[CH2:50][CH2:51]3)[CH2:47]2)[N:28]2[CH:33]=[CH:32][N:31]=[C:30]([NH:34][CH2:35][C:36]3[CH:41]=[CH:40][C:39]([O:42][CH3:43])=[CH:38][C:37]=3[O:44][CH3:45])[C:29]=12.P([O-])([O-])([O-])=O.[K+].[K+].[K+].O1CCOCC1. Product: [CH3:45][O:44][C:37]1[CH:38]=[C:39]([O:42][CH3:43])[CH:40]=[CH:41][C:36]=1[CH2:35][NH:34][C:30]1[C:29]2[N:28]([C:27]([C@@H:46]3[CH2:54][CH2:53][C@@H:52]4[N:48]([C:49](=[O:55])[CH2:50][CH2:51]4)[CH2:47]3)=[N:26][C:25]=2[C:3]2[CH:4]=[CH:5][C:6]([C:8]([NH:9][C:10]3[CH:15]=[C:14]([C:16]([F:19])([F:18])[F:17])[CH:13]=[CH:12][N:11]=3)=[O:20])=[CH:7][C:2]=2[OH:1])[CH:33]=[CH:32][N:31]=1. The catalyst class is: 6. (2) Product: [CH2:1]([C:3]1[N:7]([C:8]2[N:16]=[C:15]3[C:11]([N:12]=[C:13]([CH2:18][N:30]4[CH2:31][CH:32]([N:34]5[CH2:39][CH2:38][NH:37][C:36](=[O:40])[CH2:35]5)[CH2:33]4)[N:14]3[CH3:17])=[C:10]([N:20]3[CH2:25][CH2:24][O:23][CH2:22][CH2:21]3)[N:9]=2)[C:6]2[CH:26]=[CH:27][CH:28]=[CH:29][C:5]=2[N:4]=1)[CH3:2]. Reactant: [CH2:1]([C:3]1[N:7]([C:8]2[N:16]=[C:15]3[C:11]([N:12]=[C:13]([CH:18]=O)[N:14]3[CH3:17])=[C:10]([N:20]3[CH2:25][CH2:24][O:23][CH2:22][CH2:21]3)[N:9]=2)[C:6]2[CH:26]=[CH:27][CH:28]=[CH:29][C:5]=2[N:4]=1)[CH3:2].[NH:30]1[CH2:33][CH:32]([N:34]2[CH2:39][CH2:38][NH:37][C:36](=[O:40])[CH2:35]2)[CH2:31]1.ClCCCl.C(O[BH-](OC(=O)C)OC(=O)C)(=O)C.[Na+]. The catalyst class is: 5.